From a dataset of Reaction yield outcomes from USPTO patents with 853,638 reactions. Predict the reaction yield, written as a fraction of the theoretical maximum amount of product (1.0 means a 100% yield; for example, 0.34 means a 34% yield). (1) The reactants are [OH-].[K+].[CH3:3][O:4][C:5](=[O:11])[C:6]([CH3:10])([CH3:9])[CH2:7][OH:8].[CH3:12]I. The catalyst is CS(C)=O. The product is [CH3:3][O:4][C:5](=[O:11])[C:6]([CH3:10])([CH3:9])[CH2:7][O:8][CH3:12]. The yield is 0.770. (2) The reactants are C(OC([N:8]1[CH2:13][CH2:12][O:11][CH:10]([C:14]2[O:18][N:17]=[C:16]([C:19]3[CH:24]=[CH:23][C:22]([F:25])=[CH:21][CH:20]=3)[N:15]=2)[CH2:9]1)=O)(C)(C)C.[ClH:26]. The catalyst is ClCCl. The product is [ClH:26].[F:25][C:22]1[CH:23]=[CH:24][C:19]([C:16]2[N:15]=[C:14]([CH:10]3[O:11][CH2:12][CH2:13][NH:8][CH2:9]3)[O:18][N:17]=2)=[CH:20][CH:21]=1. The yield is 1.00. (3) The reactants are [F:1][CH:2]([F:42])[C:3]1[N:7]([C:8]2[N:16]=[C:15]3[C:11]([N:12]=[CH:13][N:14]3[CH:17]3[CH2:22][CH2:21][N:20](C(OC(C)(C)C)=O)[CH2:19][CH2:18]3)=[C:10]([N:30]3[CH2:35][CH2:34][O:33][CH2:32][CH2:31]3)[N:9]=2)[C:6]2[CH:36]=[CH:37][CH:38]=[C:39]([O:40][CH3:41])[C:5]=2[N:4]=1.C(O)(C(F)(F)F)=O.N. The catalyst is C(Cl)Cl. The product is [F:42][CH:2]([F:1])[C:3]1[N:7]([C:8]2[N:16]=[C:15]3[C:11]([N:12]=[CH:13][N:14]3[CH:17]3[CH2:22][CH2:21][NH:20][CH2:19][CH2:18]3)=[C:10]([N:30]3[CH2:31][CH2:32][O:33][CH2:34][CH2:35]3)[N:9]=2)[C:6]2[CH:36]=[CH:37][CH:38]=[C:39]([O:40][CH3:41])[C:5]=2[N:4]=1. The yield is 0.880. (4) The reactants are [NH2:1][C:2]1[C:7]([C:8]([C:10]2[C:15]([O:16]C)=[CH:14][CH:13]=[C:12]([F:18])[C:11]=2[F:19])=[O:9])=[CH:6][N:5]=[C:4]([NH:20][CH:21]2[CH2:26][CH2:25][N:24]([S:27]([CH3:30])(=[O:29])=[O:28])[CH2:23][CH2:22]2)[N:3]=1.[Cl-].[Al+3].[Cl-].[Cl-].C([O-])(O)=O.[Na+]. The catalyst is C(Cl)Cl. The product is [NH2:1][C:2]1[C:7]([C:8]([C:10]2[C:15]([OH:16])=[CH:14][CH:13]=[C:12]([F:18])[C:11]=2[F:19])=[O:9])=[CH:6][N:5]=[C:4]([NH:20][CH:21]2[CH2:22][CH2:23][N:24]([S:27]([CH3:30])(=[O:28])=[O:29])[CH2:25][CH2:26]2)[N:3]=1. The yield is 0.390. (5) No catalyst specified. The product is [CH2:1]([N:3]([CH2:19][CH3:20])[CH2:4][CH2:5][N:6]1[CH2:11][CH2:10][C:9]2[NH:12][C:13]([CH:16]=[C:29]3[C:28]4[C:32](=[CH:33][CH:34]=[CH:35][C:27]=4[CH3:24])[NH:31][C:30]3=[O:36])=[C:14]([CH3:15])[C:8]=2[C:7]1=[O:18])[CH3:2]. The reactants are [CH2:1]([N:3]([CH2:19][CH3:20])[CH2:4][CH2:5][N:6]1[CH2:11][CH2:10][C:9]2[NH:12][C:13]([CH:16]=O)=[C:14]([CH3:15])[C:8]=2[C:7]1=[O:18])[CH3:2].N1C=C[C:24]([C:27]2[CH:35]=[CH:34][CH:33]=[C:32]3[C:28]=2[CH2:29][C:30](=[O:36])[NH:31]3)=CC=1. The yield is 0.649. (6) The reactants are [F:1][C:2]([F:30])([F:29])[C:3]1[CH:12]=[C:11]2[C:6]([C:7]([O:13][CH2:14][CH2:15][CH2:16][CH2:17][CH2:18][O:19][C:20]3[C:21](=[O:28])[CH:22]=[C:23]([CH2:26][OH:27])[O:24][CH:25]=3)=[CH:8][CH:9]=[N:10]2)=[CH:5][CH:4]=1.C(N(CC)CC)C.[CH3:38][S:39](Cl)(=[O:41])=[O:40]. The catalyst is C(Cl)Cl. The product is [CH3:38][S:39]([O:27][CH2:26][C:23]1[O:24][CH:25]=[C:20]([O:19][CH2:18][CH2:17][CH2:16][CH2:15][CH2:14][O:13][C:7]2[C:6]3[C:11](=[CH:12][C:3]([C:2]([F:1])([F:29])[F:30])=[CH:4][CH:5]=3)[N:10]=[CH:9][CH:8]=2)[C:21](=[O:28])[CH:22]=1)(=[O:41])=[O:40]. The yield is 0.910. (7) The reactants are Cl[C:2]1[CH:17]=[CH:16][C:5]2[NH:6][C:7](=[O:15])[C:8]3[CH:14]=[CH:13][CH:12]=[CH:11][C:9]=3[NH:10][C:4]=2[CH:3]=1.C([O-])=O.[Na+]. The catalyst is O. The product is [CH:14]1[C:8]2[C:7](=[O:15])[NH:6][C:5]3[CH:16]=[CH:17][CH:2]=[CH:3][C:4]=3[NH:10][C:9]=2[CH:11]=[CH:12][CH:13]=1. The yield is 0.780. (8) The reactants are [NH2:1][CH2:2][C:3]1[CH:35]=[CH:34][C:6]([O:7][C:8]2[N:13]=[C:12]([CH3:14])[C:11]([CH2:15][N:16]3[CH2:21][CH2:20][CH:19]([N:22]4[C@H:26]([C:27]5[CH:32]=[CH:31][CH:30]=[CH:29][CH:28]=5)[CH2:25][O:24][C:23]4=[O:33])[CH2:18][CH2:17]3)=[CH:10][CH:9]=2)=[CH:5][CH:4]=1.CCN(CC)CC.[CH3:43][S:44](Cl)(=[O:46])=[O:45]. The catalyst is C(Cl)Cl. The product is [CH3:14][C:12]1[N:13]=[C:8]([O:7][C:6]2[CH:5]=[CH:4][C:3]([CH2:2][NH:1][S:44]([CH3:43])(=[O:46])=[O:45])=[CH:35][CH:34]=2)[CH:9]=[CH:10][C:11]=1[CH2:15][N:16]1[CH2:17][CH2:18][CH:19]([N:22]2[C@H:26]([C:27]3[CH:28]=[CH:29][CH:30]=[CH:31][CH:32]=3)[CH2:25][O:24][C:23]2=[O:33])[CH2:20][CH2:21]1. The yield is 0.980. (9) The reactants are O[CH2:2][C:3]1[CH:14]=[N:13][C:6]2[N:7]([CH3:12])[CH2:8][C:9](=[O:11])[NH:10][C:5]=2[CH:4]=1.[I-].C(C[P+](C)(C)C)#N.C(N(C(C)C)C(C)C)C.Cl.[Cl:33][C:34]1[CH:39]=[CH:38][C:37]([CH:40]2[CH2:45][CH2:44][NH:43][CH2:42][CH2:41]2)=[CH:36][CH:35]=1. The catalyst is C(#N)CC.O. The product is [Cl:33][C:34]1[CH:39]=[CH:38][C:37]([CH:40]2[CH2:41][CH2:42][N:43]([CH2:2][C:3]3[CH:14]=[N:13][C:6]4[N:7]([CH3:12])[CH2:8][C:9](=[O:11])[NH:10][C:5]=4[CH:4]=3)[CH2:44][CH2:45]2)=[CH:36][CH:35]=1. The yield is 0.110. (10) The reactants are C(N(CC)C(C)C)(C)C.[Li]CCCC.[CH3:15][C:16]1[CH:21]=[N:20][CH:19]=[CH:18][N:17]=1.Br[CH2:23][C:24]([O:26][C:27]([CH3:30])([CH3:29])[CH3:28])=[O:25]. The catalyst is C1COCC1. The product is [N:17]1[CH:18]=[CH:19][N:20]=[CH:21][C:16]=1[CH2:15][CH2:23][C:24]([O:26][C:27]([CH3:30])([CH3:29])[CH3:28])=[O:25]. The yield is 0.783.